From a dataset of Reaction yield outcomes from USPTO patents with 853,638 reactions. Predict the reaction yield, written as a fraction of the theoretical maximum amount of product (1.0 means a 100% yield; for example, 0.34 means a 34% yield). The reactants are [CH3:1][O:2][C:3]1[CH:4]=[C:5]2[C:10](=[CH:11][C:12]=1[O:13][CH2:14][CH2:15][CH2:16]Cl)[N:9]=[CH:8][NH:7][C:6]2=[O:18].[NH:19]1[CH2:24][CH2:23][CH2:22][CH2:21][CH2:20]1.[OH-].[Na+].Cl. No catalyst specified. The product is [CH3:1][O:2][C:3]1[CH:4]=[C:5]2[C:10](=[CH:11][C:12]=1[O:13][CH2:14][CH2:15][CH2:16][N:19]1[CH2:24][CH2:23][CH2:22][CH2:21][CH2:20]1)[N:9]=[CH:8][NH:7][C:6]2=[O:18]. The yield is 0.763.